Dataset: Forward reaction prediction with 1.9M reactions from USPTO patents (1976-2016). Task: Predict the product of the given reaction. (1) Given the reactants [Br:1][C:2]1[CH:7]=[CH:6][C:5]([N+:8]([O-:10])=[O:9])=[C:4](F)[CH:3]=1.[CH3:12][N:13]1[CH2:18][CH2:17][CH:16]([NH2:19])[CH2:15][CH2:14]1, predict the reaction product. The product is: [Br:1][C:2]1[CH:7]=[CH:6][C:5]([N+:8]([O-:10])=[O:9])=[C:4]([NH:19][CH:16]2[CH2:17][CH2:18][N:13]([CH3:12])[CH2:14][CH2:15]2)[CH:3]=1. (2) Given the reactants Cl[C:2]1[N:34]=[C:5]2[C:6]([C:24]3[CH:29]=[CH:28][CH:27]=[C:26]([C:30]([F:33])([F:32])[F:31])[CH:25]=3)=[C:7]([CH3:23])[C:8]([C:10]3[N:14]([C:15]4[CH:22]=[CH:21][C:18]([C:19]#[N:20])=[CH:17][CH:16]=4)[N:13]=[CH:12][CH:11]=3)=[CH:9][N:4]2[N:3]=1.[CH3:35][N:36]([CH3:40])[CH2:37][CH2:38][NH2:39].CN(C)CCCNC1N=C2C(C3C=CC=C(C(F)(F)F)C=3)=C(C)C(C3N(C4C=CC(C#N)=CC=4)N=CC=3)=CN2N=1, predict the reaction product. The product is: [CH3:35][N:36]([CH3:40])[CH2:37][CH2:38][NH:39][C:2]1[N:34]=[C:5]2[C:6]([C:24]3[CH:29]=[CH:28][CH:27]=[C:26]([C:30]([F:33])([F:32])[F:31])[CH:25]=3)=[C:7]([CH3:23])[C:8]([C:10]3[N:14]([C:15]4[CH:22]=[CH:21][C:18]([C:19]#[N:20])=[CH:17][CH:16]=4)[N:13]=[CH:12][CH:11]=3)=[CH:9][N:4]2[N:3]=1. (3) Given the reactants [CH3:1][O:2][C:3]1[C:12]([N+:13]([O-:15])=[O:14])=[CH:11][C:10]([N:16]2[CH2:21][CH2:20][O:19][CH2:18][CH2:17]2)=[CH:9][C:4]=1[C:5]([O:7]C)=O.[CH3:22][NH2:23].C1(C)C=CC=CC=1, predict the reaction product. The product is: [CH3:1][O:2][C:3]1[C:12]([N+:13]([O-:15])=[O:14])=[CH:11][C:10]([N:16]2[CH2:21][CH2:20][O:19][CH2:18][CH2:17]2)=[CH:9][C:4]=1[C:5]([NH:23][CH3:22])=[O:7]. (4) Given the reactants [CH2:1]([O:3][C:4](=[O:13])[CH2:5][C:6]1[CH:11]=[CH:10][N:9]=[C:8]([Br:12])[CH:7]=1)[CH3:2].[CH2:14]=[O:15].N12CCCN=C1CCCCC2.[C@@]12(CS(O)(=O)=O)C(C)(C)C(CC1)C[C:28]2=[O:29], predict the reaction product. The product is: [CH2:1]([O:3][C:4](=[O:13])[C:5]([C:6]1[CH:11]=[CH:10][N:9]=[C:8]([Br:12])[CH:7]=1)([CH2:28][OH:29])[CH2:14][OH:15])[CH3:2].